Dataset: Catalyst prediction with 721,799 reactions and 888 catalyst types from USPTO. Task: Predict which catalyst facilitates the given reaction. (1) Reactant: [C:1]([C:5]1[CH:10]=[C:9]([Cl:11])[CH:8]=[CH:7][C:6]=1[N:12]1[CH2:17][CH2:16][N:15]([C:18]([C:20]2[N:25]=[CH:24][C:23]([OH:26])=[CH:22][CH:21]=2)=[O:19])[CH2:14][CH2:13]1)([CH3:4])([CH3:3])[CH3:2].Br[CH2:28][C:29]([O:31][CH3:32])=[O:30].C(=O)([O-])[O-].[K+].[K+].O. Product: [C:1]([C:5]1[CH:10]=[C:9]([Cl:11])[CH:8]=[CH:7][C:6]=1[N:12]1[CH2:13][CH2:14][N:15]([C:18]([C:20]2[N:25]=[CH:24][C:23]([O:26][CH2:28][C:29]([O:31][CH3:32])=[O:30])=[CH:22][CH:21]=2)=[O:19])[CH2:16][CH2:17]1)([CH3:4])([CH3:2])[CH3:3]. The catalyst class is: 9. (2) Reactant: [C:1]1([NH2:8])[CH:6]=[CH:5][CH:4]=[CH:3][C:2]=1[NH2:7].[C:9](O)(=[O:13])/[CH:10]=[CH:11]/[CH3:12].O. Product: [CH3:12][CH:11]1[CH2:10][C:9](=[O:13])[NH:8][C:1]2[CH:6]=[CH:5][CH:4]=[CH:3][C:2]=2[NH:7]1. The catalyst class is: 21.